Dataset: Forward reaction prediction with 1.9M reactions from USPTO patents (1976-2016). Task: Predict the product of the given reaction. (1) Given the reactants BrC1N=C(C(=O)NC)C(NC2C(C(F)(F)F)=CN=C(NC3C=CC(CCP(=O)OCCCN4C=C(B5OC(C)(C)C(C)(C)O5)C=N4)=CC=3OC)N=2)=CC=1.[Br:54][C:55]1[N:60]=[C:59]([C:61](=[O:64])[NH:62][CH3:63])[C:58]([NH:65][C:66]2[C:71]([C:72]([F:75])([F:74])[F:73])=[CH:70][N:69]=[C:68]([NH:76][C:77]3[CH:87]=[CH:86][C:80]([CH2:81][CH2:82][PH:83](=[O:85])[OH:84])=[CH:79][C:78]=3[O:88][CH3:89])[N:67]=2)=[CH:57][CH:56]=1.[CH3:90][C:91]([CH3:109])([CH2:94][N:95]1[CH:99]=[C:98]([B:100]2[O:104][C:103]([CH3:106])([CH3:105])[C:102]([CH3:108])([CH3:107])[O:101]2)[CH:97]=[N:96]1)[CH2:92]O, predict the reaction product. The product is: [Br:54][C:55]1[N:60]=[C:59]([C:61](=[O:64])[NH:62][CH3:63])[C:58]([NH:65][C:66]2[C:71]([C:72]([F:75])([F:73])[F:74])=[CH:70][N:69]=[C:68]([NH:76][C:77]3[CH:87]=[CH:86][C:80]([CH2:81][CH2:82][PH:83](=[O:84])[O:85][CH2:90][C:91]([CH3:109])([CH3:92])[CH2:94][N:95]4[CH:99]=[C:98]([B:100]5[O:104][C:103]([CH3:106])([CH3:105])[C:102]([CH3:108])([CH3:107])[O:101]5)[CH:97]=[N:96]4)=[CH:79][C:78]=3[O:88][CH3:89])[N:67]=2)=[CH:57][CH:56]=1. (2) Given the reactants [CH:1]([C:4]1[CH:9]=[CH:8][C:7]([CH:10]2[C:14]3[C:15]([CH3:22])=[C:16]([NH2:21])[C:17]([CH3:20])=[C:18]([CH3:19])[C:13]=3[O:12][C:11]2([CH3:24])[CH3:23])=[CH:6][CH:5]=1)([CH3:3])[CH3:2].[C:25](Cl)(=[O:32])[C:26]1[CH:31]=[CH:30][CH:29]=[CH:28][CH:27]=1, predict the reaction product. The product is: [CH:1]([C:4]1[CH:9]=[CH:8][C:7]([CH:10]2[C:14]3[C:15]([CH3:22])=[C:16]([NH:21][C:25](=[O:32])[C:26]4[CH:31]=[CH:30][CH:29]=[CH:28][CH:27]=4)[C:17]([CH3:20])=[C:18]([CH3:19])[C:13]=3[O:12][C:11]2([CH3:24])[CH3:23])=[CH:6][CH:5]=1)([CH3:3])[CH3:2]. (3) Given the reactants [N:1]1[CH:6]=[CH:5][C:4]([C:7]2[N:11]3[N:12]=[C:13]([NH:16][CH:17]4[CH2:22][CH2:21][N:20](C(OC(C)(C)C)=O)[CH2:19][CH2:18]4)[CH:14]=[CH:15][C:10]3=[N:9][CH:8]=2)=[CH:3][CH:2]=1.[ClH:30], predict the reaction product. The product is: [ClH:30].[ClH:30].[ClH:30].[NH:20]1[CH2:21][CH2:22][CH:17]([NH:16][C:13]2[CH:14]=[CH:15][C:10]3[N:11]([C:7]([C:4]4[CH:5]=[CH:6][N:1]=[CH:2][CH:3]=4)=[CH:8][N:9]=3)[N:12]=2)[CH2:18][CH2:19]1. (4) Given the reactants Cl.[NH:2]([C:4]1[C:5]([NH2:13])=[N:6][C:7]2[C:8](=[N:10][O:11][N:12]=2)[N:9]=1)[NH2:3].[Cl:14][C:15]1[CH:20]=[CH:19][C:18]([C:21]2[O:25][C:24]([CH:26]=O)=[CH:23][CH:22]=2)=[CH:17][CH:16]=1, predict the reaction product. The product is: [Cl:14][C:15]1[CH:16]=[CH:17][C:18]([C:21]2[O:25][C:24]([CH:26]=[N:3][NH:2][C:4]3[C:5]([NH2:13])=[N:6][C:7]4[C:8](=[N:10][O:11][N:12]=4)[N:9]=3)=[CH:23][CH:22]=2)=[CH:19][CH:20]=1.